From a dataset of Forward reaction prediction with 1.9M reactions from USPTO patents (1976-2016). Predict the product of the given reaction. Given the reactants [CH3:1][O:2][C:3]1[C:7]2[C:8](=[O:25])[N:9]([CH2:16][C:17](=[O:24])[C:18]3[CH:23]=[CH:22][CH:21]=[CH:20][CH:19]=3)[C:10]3[CH:11]=[CH:12][CH:13]=[CH:14][C:15]=3[C:6]=2[N:5]([CH3:26])[C:4]=1[C:27]([NH:29][CH:30]1[CH2:35][CH2:34][NH:33][CH2:32][CH2:31]1)=[O:28].[CH3:36][S:37]([CH2:40][C:41](O)=[O:42])(=[O:39])=[O:38].C1C=CC2N(O)N=NC=2C=1, predict the reaction product. The product is: [CH3:1][O:2][C:3]1[C:7]2[C:8](=[O:25])[N:9]([CH2:16][C:17](=[O:24])[C:18]3[CH:23]=[CH:22][CH:21]=[CH:20][CH:19]=3)[C:10]3[CH:11]=[CH:12][CH:13]=[CH:14][C:15]=3[C:6]=2[N:5]([CH3:26])[C:4]=1[C:27]([NH:29][CH:30]1[CH2:31][CH2:32][N:33]([C:41](=[O:42])[CH2:40][S:37]([CH3:36])(=[O:39])=[O:38])[CH2:34][CH2:35]1)=[O:28].